From a dataset of Full USPTO retrosynthesis dataset with 1.9M reactions from patents (1976-2016). Predict the reactants needed to synthesize the given product. (1) Given the product [CH:1]1([O:7][S:16]([C:19]2[CH:25]=[CH:24][C:22]([CH3:23])=[CH:21][CH:20]=2)(=[O:18])=[O:17])[CH2:6][CH2:5][CH2:4][CH2:3][CH2:2]1, predict the reactants needed to synthesize it. The reactants are: [CH:1]1([OH:7])[CH2:6][CH2:5][CH2:4][CH2:3][CH2:2]1.N12CCN(CC1)CC2.[S:16](Cl)([C:19]1[CH:25]=[CH:24][C:22]([CH3:23])=[CH:21][CH:20]=1)(=[O:18])=[O:17]. (2) Given the product [ClH:26].[ClH:26].[CH3:1][O:2][C:3]1[CH:4]=[C:5]([CH:6]=[CH:7][C:8]=1[N:9]1[CH:13]=[C:12]([CH3:14])[N:11]=[CH:10]1)[C:15]([NH:17][NH2:18])=[O:16], predict the reactants needed to synthesize it. The reactants are: [CH3:1][O:2][C:3]1[CH:4]=[C:5]([C:15]([NH:17][NH:18]C(OC(C)(C)C)=O)=[O:16])[CH:6]=[CH:7][C:8]=1[N:9]1[CH:13]=[C:12]([CH3:14])[N:11]=[CH:10]1.[ClH:26]. (3) Given the product [CH3:1][O:2][C:3]1[CH:4]=[C:5]2[C:10](=[CH:11][C:12]=1[CH3:13])[N:9]=[CH:8][N:7]=[C:6]2[N:14]1[CH2:15][CH2:16][N:17]([C:28](=[S:29])[NH:27][CH2:26][C:22]2[CH:21]=[N:20][CH:25]=[CH:24][CH:23]=2)[CH2:18][CH2:19]1, predict the reactants needed to synthesize it. The reactants are: [CH3:1][O:2][C:3]1[CH:4]=[C:5]2[C:10](=[CH:11][C:12]=1[CH3:13])[N:9]=[CH:8][N:7]=[C:6]2[N:14]1[CH2:19][CH2:18][NH:17][CH2:16][CH2:15]1.[N:20]1[CH:25]=[CH:24][CH:23]=[C:22]([CH2:26][N:27]=[C:28]=[S:29])[CH:21]=1. (4) Given the product [Cl:1][C:2]1[CH:3]=[C:4]([C:5]2[O:7][N:54]=[C:52]([C:49]3[CH:48]=[CH:47][C:46]([CH2:45][OH:44])=[N:51][CH:50]=3)[N:53]=2)[CH:8]=[CH:9][C:10]=1[CH2:11][CH:12]([CH3:14])[CH3:13], predict the reactants needed to synthesize it. The reactants are: [Cl:1][C:2]1[CH:3]=[C:4]([CH:8]=[CH:9][C:10]=1[CH2:11][CH:12]([CH3:14])[CH3:13])[C:5]([OH:7])=O.ON1C2C=CC=CC=2N=N1.Cl.C(N=C=NCCCN(C)C)C.[Si]([O:44][CH2:45][C:46]1[N:51]=[CH:50][C:49]([C:52](=[N:54]O)[NH2:53])=[CH:48][CH:47]=1)(C(C)(C)C)(C)C.[F-].C([N+](CCCC)(CCCC)CCCC)CCC.O1CCCC1. (5) The reactants are: [CH3:1][O:2][C:3]([C:5]1[C:14]([CH3:15])=[C:13]([OH:16])[C:12]2[C:7](=[CH:8][CH:9]=[C:10]([F:17])[CH:11]=2)[CH:6]=1)=[O:4].C([O-])([O-])=O.[K+].[K+].[CH2:24](Br)[C:25]1[CH:30]=[CH:29][CH:28]=[CH:27][CH:26]=1. Given the product [CH3:1][O:2][C:3]([C:5]1[C:14]([CH3:15])=[C:13]([O:16][CH2:24][C:25]2[CH:30]=[CH:29][CH:28]=[CH:27][CH:26]=2)[C:12]2[C:7](=[CH:8][CH:9]=[C:10]([F:17])[CH:11]=2)[CH:6]=1)=[O:4], predict the reactants needed to synthesize it. (6) Given the product [CH2:1]([O:8][P:9]([C@@:19]1([O:57][C@H:56]([CH2:58][O:59][C@@H:60]2[O:110][C@H:109]([CH2:111][O:112][CH2:113][C:114]3[CH:119]=[CH:118][CH:117]=[CH:116][CH:115]=3)[C@@H:95]([O:96][P:97]3(=[O:108])[O:98][CH2:99][C:100]4[CH:107]=[CH:106][CH:105]=[CH:104][C:101]=4[CH2:102][O:103]3)[C@H:62]([O:63][C:64](=[O:94])[CH2:65][C@H:66]([O:78][C:79](=[O:93])[CH2:80][CH2:81][CH2:82][CH2:83][CH2:84][CH2:85][CH2:86][CH2:87][CH2:88][CH2:89][CH3:90])[CH2:67][CH2:68][CH2:69][CH2:70][CH2:71][CH2:72][CH2:73][CH2:74][CH3:75])[C@H:61]2[NH:120][C:121](=[O:149])[CH2:122][C@H:123]([O:135][C:136](=[O:148])[CH2:137][CH2:138][CH2:139][CH2:140][CH2:141][CH2:142][CH2:143][CH2:144][CH2:145][CH2:146][CH3:147])[CH2:124][CH2:125][CH2:126][CH2:127][CH2:128][CH2:129][CH2:130][CH2:131][CH2:132][CH2:133][CH3:134])[C@@H:47]([O:48][CH2:49][C:50]2[CH:51]=[CH:52][CH:53]=[CH:54][CH:55]=2)[C@H:22]([O:23][C:24](=[O:46])[CH2:25][C@H:26]([O:38][CH2:39][C:40]2[CH:45]=[CH:44][CH:43]=[CH:42][CH:41]=2)[CH2:27][CH2:28][CH2:29][CH2:30][CH2:31][CH2:32][CH2:33][CH2:34][CH3:35])[C@H:21]1[NH:150][C:151](=[O:173])[CH2:152][C@H:153]([O:165][CH2:166][C:167]1[CH:172]=[CH:171][CH:170]=[CH:169][CH:168]=1)[CH2:154][CH2:155][CH2:156][CH2:157][CH2:158][CH2:159][CH2:160][CH2:161][CH2:162][CH2:163][CH3:164])[OH:20])([O:11][CH2:12][C:13]1[CH:14]=[CH:15][CH:16]=[CH:17][CH:18]=1)=[O:10])[C:2]1[CH:7]=[CH:6][CH:5]=[CH:4][CH:3]=1, predict the reactants needed to synthesize it. The reactants are: [CH2:1]([O:8][P:9]([C@@:19]1([O:57][C@H:56]([CH2:58][O:59][C@@H:60]2[O:110][C@H:109]([CH2:111][O:112][CH2:113][C:114]3[CH:119]=[CH:118][CH:117]=[CH:116][CH:115]=3)[C@@H:95]([O:96][P:97]3(=[O:108])[O:103][CH2:102][C:101]4[CH:104]=[CH:105][CH:106]=[CH:107][C:100]=4[CH2:99][O:98]3)[C@H:62]([O:63][C:64](=[O:94])[CH2:65][C@H:66]([O:78][C:79](=[O:93])[CH2:80][CH2:81][CH2:82][CH2:83][CH2:84][CH2:85][CH2:86][CH2:87][CH2:88][CH2:89][CH2:90]CC)[CH2:67][CH2:68][CH2:69][CH2:70][CH2:71][CH2:72][CH2:73][CH2:74][CH2:75]CC)[C@H:61]2[NH:120][C:121](=[O:149])[CH2:122][C@H:123]([O:135][C:136](=[O:148])[CH2:137][CH2:138][CH2:139][CH2:140][CH2:141][CH2:142][CH2:143][CH2:144][CH2:145][CH2:146][CH3:147])[CH2:124][CH2:125][CH2:126][CH2:127][CH2:128][CH2:129][CH2:130][CH2:131][CH2:132][CH2:133][CH3:134])[C@@H:47]([O:48][CH2:49][C:50]2[CH:55]=[CH:54][CH:53]=[CH:52][CH:51]=2)[C@H:22]([O:23][C:24](=[O:46])[CH2:25][C@H:26]([O:38][CH2:39][C:40]2[CH:45]=[CH:44][CH:43]=[CH:42][CH:41]=2)[CH2:27][CH2:28][CH2:29][CH2:30][CH2:31][CH2:32][CH2:33][CH2:34][CH2:35]CC)[C@H:21]1[NH:150][C:151](=[O:173])[CH2:152][C@H:153]([O:165][CH2:166][C:167]1[CH:172]=[CH:171][CH:170]=[CH:169][CH:168]=1)[CH2:154][CH2:155][CH2:156][CH2:157][CH2:158][CH2:159][CH2:160][CH2:161][CH2:162][CH2:163][CH3:164])[OH:20])([O:11][CH2:12][C:13]1[CH:18]=[CH:17][CH:16]=[CH:15][CH:14]=1)=[O:10])[C:2]1[CH:7]=[CH:6][CH:5]=[CH:4][CH:3]=1. (7) The reactants are: [CH3:1][O:2][C:3]1[CH:24]=[CH:23][C:6]([CH2:7][N:8]2[C:17]([C@@H:18]([NH2:20])[CH3:19])=[CH:16][C:15]3[C:10](=[C:11]([Cl:21])[CH:12]=[CH:13][CH:14]=3)[C:9]2=[O:22])=[CH:5][CH:4]=1.C([O-])(O)=O.[Na+].[C:30](Cl)([O:32][CH2:33][CH:34]1[C:46]2[C:41](=[CH:42][CH:43]=[CH:44][CH:45]=2)[C:40]2[C:35]1=[CH:36][CH:37]=[CH:38][CH:39]=2)=[O:31]. Given the product [CH3:1][O:2][C:3]1[CH:24]=[CH:23][C:6]([CH2:7][N:8]2[C:17]([C@@H:18]([NH:20][C:30](=[O:31])[O:32][CH2:33][CH:34]3[C:46]4[CH:45]=[CH:44][CH:43]=[CH:42][C:41]=4[C:40]4[C:35]3=[CH:36][CH:37]=[CH:38][CH:39]=4)[CH3:19])=[CH:16][C:15]3[C:10](=[C:11]([Cl:21])[CH:12]=[CH:13][CH:14]=3)[C:9]2=[O:22])=[CH:5][CH:4]=1, predict the reactants needed to synthesize it. (8) Given the product [NH2:1][C:4]1[N:9]=[CH:8][C:7]([N:10]2[CH2:11][CH:12]([OH:14])[CH2:13]2)=[CH:6][CH:5]=1, predict the reactants needed to synthesize it. The reactants are: [N+:1]([C:4]1[N:9]=[CH:8][C:7]([N:10]2[CH2:13][CH:12]([OH:14])[CH2:11]2)=[CH:6][CH:5]=1)([O-])=O.